The task is: Predict the reaction yield, written as a fraction of the theoretical maximum amount of product (1.0 means a 100% yield; for example, 0.34 means a 34% yield).. This data is from Reaction yield outcomes from USPTO patents with 853,638 reactions. (1) The reactants are [CH:1]1([NH2:7])[CH2:6][CH2:5][CH2:4][CH2:3][CH2:2]1.C([O:10][C:11]([C:13]1[C:14](=[O:25])[N:15]([CH3:24])[C:16]2[C:21]([C:22]=1[OH:23])=[CH:20][CH:19]=[CH:18][CH:17]=2)=O)C. The catalyst is C1(C)C=CC=CC=1.O. The product is [CH:1]1([NH:7][C:11]([C:13]2[C:14](=[O:25])[N:15]([CH3:24])[C:16]3[C:21]([C:22]=2[OH:23])=[CH:20][CH:19]=[CH:18][CH:17]=3)=[O:10])[CH2:6][CH2:5][CH2:4][CH2:3][CH2:2]1. The yield is 0.700. (2) The catalyst is CN(C=O)C.CCOC(C)=O.Cl.C(Cl)Cl. The yield is 0.940. The reactants are [Cl:1][C:2]1[CH:7]=[CH:6][C:5]([C:8]2[NH:9][C:10]3[C:15]([C:16]=2[CH:17]2[CH2:22][CH2:21][CH2:20][CH2:19][CH2:18]2)=[CH:14][CH:13]=[C:12]([C:23]([O:25][CH3:26])=[O:24])[CH:11]=3)=[CH:4][CH:3]=1.[H-].[Na+].Br[CH2:30][C:31]([O:33]C(C)(C)C)=[O:32].C(O)(C(F)(F)F)=O. The product is [Cl:1][C:2]1[CH:7]=[CH:6][C:5]([C:8]2[N:9]([CH2:30][C:31]([OH:33])=[O:32])[C:10]3[C:15]([C:16]=2[CH:17]2[CH2:22][CH2:21][CH2:20][CH2:19][CH2:18]2)=[CH:14][CH:13]=[C:12]([C:23]([O:25][CH3:26])=[O:24])[CH:11]=3)=[CH:4][CH:3]=1. (3) The reactants are [Cl:1][C:2]1[CH:3]=[C:4]([N:8]2[CH:13]=[CH:12][C:11](=[O:14])[C:10]([C:15](=O)[CH:16]=[CH:17][N:18](C)C)=[N:9]2)[CH:5]=[CH:6][CH:7]=1.[C:22]1([NH:28]N)[CH:27]=[CH:26][CH:25]=[CH:24][CH:23]=1. The catalyst is CO. The product is [Cl:1][C:2]1[CH:3]=[C:4]([N:8]2[CH:13]=[CH:12][C:11](=[O:14])[C:10]([C:15]3[N:28]([C:22]4[CH:27]=[CH:26][CH:25]=[CH:24][CH:23]=4)[N:18]=[CH:17][CH:16]=3)=[N:9]2)[CH:5]=[CH:6][CH:7]=1. The yield is 0.190. (4) The reactants are [OH:1][C@H:2]1[C:10]2[C:5](=[CH:6][CH:7]=[CH:8][CH:9]=2)[CH2:4][C@:3]1([CH2:20][C:21]1[CH:29]=[CH:28][C:24]([C:25](O)=[O:26])=[CH:23][CH:22]=1)[C:11]1[CH2:12][C:13]2[C:18]([CH:19]=1)=[CH:17][CH:16]=[CH:15][CH:14]=2.C[CH2:31][N:32](CC)CC.CN.C(P1(=O)OP(CCC)(=O)OP(CCC)(=O)O1)CC. The catalyst is C(Cl)Cl. The product is [OH:1][C@H:2]1[C:10]2[C:5](=[CH:6][CH:7]=[CH:8][CH:9]=2)[CH2:4][C@:3]1([CH2:20][C:21]1[CH:29]=[CH:28][C:24]([C:25]([NH:32][CH3:31])=[O:26])=[CH:23][CH:22]=1)[C:11]1[CH2:12][C:13]2[C:18]([CH:19]=1)=[CH:17][CH:16]=[CH:15][CH:14]=2. The yield is 0.860.